From a dataset of Peptide-MHC class I binding affinity with 185,985 pairs from IEDB/IMGT. Regression. Given a peptide amino acid sequence and an MHC pseudo amino acid sequence, predict their binding affinity value. This is MHC class I binding data. (1) The peptide sequence is VFDITKLLL. The MHC is Patr-A0901 with pseudo-sequence Patr-A0901. The binding affinity (normalized) is 0.465. (2) The peptide sequence is FMYEGDTPL. The MHC is BoLA-JSP.1 with pseudo-sequence BoLA-JSP.1. The binding affinity (normalized) is 0.374. (3) The peptide sequence is QRRQRKRRW. The MHC is Mamu-B17 with pseudo-sequence Mamu-B17. The binding affinity (normalized) is 0. (4) The peptide sequence is AIIDYIAYM. The MHC is HLA-B44:02 with pseudo-sequence HLA-B44:02. The binding affinity (normalized) is 0.0847. (5) The peptide sequence is LMSGKDVFY. The MHC is HLA-B15:01 with pseudo-sequence HLA-B15:01. The binding affinity (normalized) is 0.819.